Dataset: Full USPTO retrosynthesis dataset with 1.9M reactions from patents (1976-2016). Task: Predict the reactants needed to synthesize the given product. (1) Given the product [CH3:26][O:25][C:3]1[C:4]([O:23][CH3:24])=[C:5]([C:28]2[CH:38]=[CH:32][CH:31]=[CH:30][CH:29]=2)[C:6]2[N:12]([CH3:13])[C:11](=[O:14])[CH2:10][N:9]=[C:8]([C:15]3[CH:16]=[C:17]([CH:20]=[CH:21][CH:22]=3)[C:18]#[N:19])[C:7]=2[CH:2]=1, predict the reactants needed to synthesize it. The reactants are: Br[C:2]1[C:7]2[C:8]([C:15]3[CH:16]=[C:17]([CH:20]=[CH:21][CH:22]=3)[C:18]#[N:19])=[N:9][CH2:10][C:11](=[O:14])[N:12]([CH3:13])[C:6]=2[CH:5]=[C:4]([O:23][CH3:24])[C:3]=1[O:25][CH3:26].Br[C:28]1[C:38]2N(C)C(=O)CN=C([C:28]3[CH:38]=[C:32]([CH:31]=[CH:30][CH:29]=3)C#N)[C:32]=2[CH:31]=[C:30](OC)[C:29]=1OC. (2) Given the product [C:46]([O:45][C:43]([N:26]([CH2:27][C@@H:28]([C:36]1[CH:41]=[CH:40][CH:39]=[C:38]([Cl:42])[CH:37]=1)[O:29][CH:30]1[CH2:35][CH2:34][CH2:33][CH2:32][O:31]1)[CH2:25][CH2:24][C:21]1[CH:20]=[CH:19][C:18]([S:15]([C:12]2[CH:13]=[CH:14][C:4]([NH:3][CH3:51])=[C:5]([CH:11]=2)[C:6]([O:8][CH2:9][CH3:10])=[O:7])(=[O:17])=[O:16])=[CH:23][CH:22]=1)=[O:44])([CH3:48])([CH3:47])[CH3:49], predict the reactants needed to synthesize it. The reactants are: [H-].[Na+].[NH2:3][C:4]1[CH:14]=[CH:13][C:12]([S:15]([C:18]2[CH:23]=[CH:22][C:21]([CH2:24][CH2:25][N:26]([C:43]([O:45][C:46]([CH3:49])([CH3:48])[CH3:47])=[O:44])[CH2:27][C@@H:28]([C:36]3[CH:41]=[CH:40][CH:39]=[C:38]([Cl:42])[CH:37]=3)[O:29][CH:30]3[CH2:35][CH2:34][CH2:33][CH2:32][O:31]3)=[CH:20][CH:19]=2)(=[O:17])=[O:16])=[CH:11][C:5]=1[C:6]([O:8][CH2:9][CH3:10])=[O:7].I[CH3:51].O. (3) Given the product [CH3:1][C:2]1[CH:11]=[C:10]([CH2:12][O:13][CH:14]2[CH2:15][CH2:16][N:17]([S:20](/[CH:23]=[CH:52]/[CH2:51][CH2:50][CH2:49][C:44]3[N:45]=[CH:46][CH:47]=[CH:48][N:43]=3)(=[O:22])=[O:21])[CH2:18][CH2:19]2)[C:9]2[C:4](=[CH:5][CH:6]=[CH:7][CH:8]=2)[N:3]=1, predict the reactants needed to synthesize it. The reactants are: [CH3:1][C:2]1[CH:11]=[C:10]([CH2:12][O:13][CH:14]2[CH2:19][CH2:18][N:17]([S:20]([CH3:23])(=[O:22])=[O:21])[CH2:16][CH2:15]2)[C:9]2[C:4](=[CH:5][CH:6]=[CH:7][CH:8]=2)[N:3]=1.[Li+].C[Si]([N-][Si](C)(C)C)(C)C.P(Cl)(OCC)(OCC)=O.[N:43]1[CH:48]=[CH:47][CH:46]=[N:45][C:44]=1[CH2:49][CH2:50][CH2:51][CH:52]=O.[Cl-].[NH4+]. (4) The reactants are: [CH:1]1[C:10]2[C:5](=[C:6]([CH2:11][C:12]([OH:14])=O)[CH:7]=[CH:8][CH:9]=2)[CH:4]=[CH:3][N:2]=1.[S:15]1[C:19]2[CH:20]=[CH:21][CH:22]=[CH:23][C:18]=2[N:17]=[C:16]1[C:24]1[C:28]([CH3:29])=[CH:27][S:26][C:25]=1[NH2:30]. Given the product [S:15]1[C:19]2[CH:20]=[CH:21][CH:22]=[CH:23][C:18]=2[N:17]=[C:16]1[C:24]1[C:28]([CH3:29])=[CH:27][S:26][C:25]=1[NH:30][C:12](=[O:14])[CH2:11][C:6]1[CH:7]=[CH:8][CH:9]=[C:10]2[C:5]=1[CH:4]=[CH:3][N:2]=[CH:1]2, predict the reactants needed to synthesize it. (5) The reactants are: [N:1]1[CH:6]=[CH:5][C:4]([C@@H:7]2[NH:11][CH:10]([C:12]([OH:14])=[O:13])[CH2:9][S:8]2)=[CH:3][CH:2]=1.CCN(C(C)C)C(C)C.Cl[C:25]([O:27][CH2:28][C:29]1[CH:34]=[CH:33][CH:32]=[CH:31][CH:30]=1)=[O:26]. Given the product [CH2:28]([O:27][C:25]([N:11]1[CH:10]([C:12]([OH:14])=[O:13])[CH2:9][S:8][C@@H:7]1[C:4]1[CH:3]=[CH:2][N:1]=[CH:6][CH:5]=1)=[O:26])[C:29]1[CH:34]=[CH:33][CH:32]=[CH:31][CH:30]=1, predict the reactants needed to synthesize it.